This data is from Catalyst prediction with 721,799 reactions and 888 catalyst types from USPTO. The task is: Predict which catalyst facilitates the given reaction. (1) Reactant: C([O:3][C:4](=[O:35])[CH2:5][CH2:6][O:7][CH2:8][CH:9]([NH:19][C:20](=[O:34])[CH2:21][CH2:22][NH:23][C:24]([O:26][CH2:27][C:28]1[CH:33]=[CH:32][CH:31]=[CH:30][CH:29]=1)=[O:25])[CH2:10][O:11][CH2:12][CH2:13][C:14]([O:16]CC)=[O:15])C.[OH-].[Na+]. Product: [CH2:27]([O:26][C:24]([NH:23][CH2:22][CH2:21][C:20]([NH:19][CH:9]([CH2:10][O:11][CH2:12][CH2:13][C:14]([OH:16])=[O:15])[CH2:8][O:7][CH2:6][CH2:5][C:4]([OH:35])=[O:3])=[O:34])=[O:25])[C:28]1[CH:33]=[CH:32][CH:31]=[CH:30][CH:29]=1. The catalyst class is: 5. (2) Reactant: [NH2:1][C:2]1[N:7]=[C:6]2[N:8](C(OC(C)(C)C)=O)[N:9]=[CH:10][C:5]2=[C:4]([C:18]2[O:19][CH:20]=[CH:21][CH:22]=2)[N:3]=1.CNC. Product: [O:19]1[CH:20]=[CH:21][CH:22]=[C:18]1[C:4]1[N:3]=[C:2]([NH2:1])[N:7]=[C:6]2[NH:8][N:9]=[CH:10][C:5]=12. The catalyst class is: 24. (3) Reactant: [C:1]([N:4]1[C:12]2[C:7](=[CH:8][C:9]([O:13][CH2:14][CH2:15]OS(C)(=O)=O)=[CH:10][CH:11]=2)[C:6]([CH2:21][C:22]([N:24]2[C@H:29]([C:30](=[O:41])[NH:31][CH2:32][C:33]3[CH:38]=[CH:37][CH:36]=[C:35]([Cl:39])[C:34]=3[F:40])[CH2:28][C@@H:27]3[C@H:25]2[CH2:26]3)=[O:23])=[CH:5]1)(=[O:3])[NH2:2].[CH3:42][NH:43][CH3:44]. Product: [Cl:39][C:35]1[C:34]([F:40])=[C:33]([CH:38]=[CH:37][CH:36]=1)[CH2:32][NH:31][C:30]([C@@H:29]1[CH2:28][C@@H:27]2[C@@H:25]([CH2:26]2)[N:24]1[C:22](=[O:23])[CH2:21][C:6]1[C:7]2[C:12](=[CH:11][CH:10]=[C:9]([O:13][CH2:14][CH2:15][N:43]([CH3:44])[CH3:42])[CH:8]=2)[N:4]([C:1]([NH2:2])=[O:3])[CH:5]=1)=[O:41]. The catalyst class is: 14.